This data is from Reaction yield outcomes from USPTO patents with 853,638 reactions. The task is: Predict the reaction yield, written as a fraction of the theoretical maximum amount of product (1.0 means a 100% yield; for example, 0.34 means a 34% yield). (1) The reactants are [N+:1]([C:4]1[CH:5]=[C:6]([CH:14]=[CH:15][CH:16]=1)[O:7][CH2:8][C:9](OCC)=[O:10])([O-:3])=[O:2].Cl.CN.[CH:20]([N:23](C(C)C)CC)(C)C. The catalyst is CO.O. The product is [CH3:20][NH:23][C:9](=[O:10])[CH2:8][O:7][C:6]1[CH:14]=[CH:15][CH:16]=[C:4]([N+:1]([O-:3])=[O:2])[CH:5]=1. The yield is 0.950. (2) The reactants are [OH:1][C:2]1[CH:3]=[C:4]2[C:9](=[CH:10][CH:11]=1)[CH:8]=[C:7]([C:12]1[NH:13][C:14]3[C:19]([C:20]=1[CH2:21][CH2:22][CH2:23][CH2:24][CH3:25])=[CH:18][CH:17]=[CH:16][CH:15]=3)[CH:6]=[CH:5]2.CC([O-])=O.[K+].[Br:31]Br. The catalyst is CC(O)=O.O. The product is [Br:31][C:3]1[C:2]([OH:1])=[CH:11][CH:10]=[C:9]2[C:4]=1[CH:5]=[CH:6][C:7]([C:12]1[NH:13][C:14]3[C:19]([C:20]=1[CH2:21][CH2:22][CH2:23][CH2:24][CH3:25])=[CH:18][CH:17]=[CH:16][CH:15]=3)=[CH:8]2. The yield is 0.500. (3) The reactants are [CH2:1]([CH:3]1[CH2:7][CH:6]([CH2:8]OS(C)(=O)=O)[CH2:5][CH:4]1[C:14]([O:16][C:17]([CH3:20])([CH3:19])[CH3:18])=[O:15])[CH3:2].[N-:21]=[N+]=[N-].[Na+].C1(P(C2C=CC=CC=2)C2C=CC=CC=2)C=CC=CC=1. The catalyst is CN(C=O)C.C1COCC1.O. The product is [NH2:21][CH2:8][CH:6]1[CH2:5][CH:4]([C:14]([O:16][C:17]([CH3:20])([CH3:19])[CH3:18])=[O:15])[CH:3]([CH2:1][CH3:2])[CH2:7]1. The yield is 0.460. (4) The reactants are [N+:1]([C:4]1[CH:26]=[CH:25][C:7]([CH2:8][N:9]([CH2:15][C:16]2[CH:21]=[CH:20][C:19]([N+:22]([O-])=O)=[CH:18][CH:17]=2)[C:10]2[CH:14]=[CH:13][O:12][N:11]=2)=[CH:6][CH:5]=1)([O-])=O.[N+](C1C=CC(CN(CC2C=CC([N+]([O-])=O)=CC=2)C2C=CC=CC=2)=CC=1)([O-])=O. No catalyst specified. The product is [NH2:1][C:4]1[CH:5]=[CH:6][C:7]([CH2:8][N:9]([CH2:15][C:16]2[CH:21]=[CH:20][C:19]([NH2:22])=[CH:18][CH:17]=2)[C:10]2[CH:14]=[CH:13][O:12][N:11]=2)=[CH:25][CH:26]=1. The yield is 0.790.